The task is: Regression. Given two drug SMILES strings and cell line genomic features, predict the synergy score measuring deviation from expected non-interaction effect.. This data is from Merck oncology drug combination screen with 23,052 pairs across 39 cell lines. Drug 1: CS(=O)(=O)CCNCc1ccc(-c2ccc3ncnc(Nc4ccc(OCc5cccc(F)c5)c(Cl)c4)c3c2)o1. Drug 2: NC1(c2ccc(-c3nc4ccn5c(=O)[nH]nc5c4cc3-c3ccccc3)cc2)CCC1. Cell line: ES2. Synergy scores: synergy=18.0.